Dataset: Reaction yield outcomes from USPTO patents with 853,638 reactions. Task: Predict the reaction yield, written as a fraction of the theoretical maximum amount of product (1.0 means a 100% yield; for example, 0.34 means a 34% yield). (1) The reactants are O[CH2:2][C:3]1[C:8]([CH3:9])=[C:7]([O:10][CH2:11][CH2:12][CH2:13][O:14][CH3:15])[CH:6]=[CH:5][N:4]=1.S(Cl)([Cl:18])=O. The catalyst is C(OCC)(=O)C. The product is [Cl:18][CH2:2][C:3]1[C:8]([CH3:9])=[C:7]([O:10][CH2:11][CH2:12][CH2:13][O:14][CH3:15])[CH:6]=[CH:5][N:4]=1. The yield is 0.974. (2) The reactants are [Cl:1][C:2]1[N:10]=[CH:9][N:8]=[C:7]2[C:3]=1[NH:4][CH:5]=[N:6]2.C([O-])([O-])=O.[K+].[K+].C[N:18](C=O)C.Br[CH2:23][CH2:24][CH2:25][Cl:26]. The catalyst is O. The product is [Cl:26][CH2:25][CH2:24][CH2:23][N:6]1[CH:5]=[N:4][C:3]2[C:7]1=[N:8][C:9]([NH2:18])=[N:10][C:2]=2[Cl:1]. The yield is 0.350. (3) The reactants are [CH3:1][C:2]1([CH3:8])[CH2:6][CH2:5][CH2:4][C:3]1=O.[C:9]([CH2:11][C:12]([O:14][CH2:15][CH3:16])=[O:13])#[N:10].C([O-])(=O)C.[NH4+].[Na+].[Cl-]. The catalyst is C1(C)C=CC=CC=1.C(O)(=O)C. The product is [C:9](/[C:11](=[C:3]1\[C:2]([CH3:8])([CH3:1])[CH2:6][CH2:5][CH2:4]\1)/[C:12]([O:14][CH2:15][CH3:16])=[O:13])#[N:10]. The yield is 0.320. (4) The reactants are Cl[C:2]1[C:11]2[C:6](=[CH:7][C:8]([O:15][CH2:16][CH3:17])=[C:9]([O:12][CH2:13][CH3:14])[CH:10]=2)[N:5]=[CH:4][C:3]=1[C:18]([NH2:20])=[O:19].[NH2:21][C:22]1[C:23]([CH2:37][CH3:38])=[C:24]([CH:34]=[CH:35][CH:36]=1)[CH2:25][NH:26][C:27](=[O:33])[O:28][C:29]([CH3:32])([CH3:31])[CH3:30]. The catalyst is CN1C(=O)CCC1.O.C([O-])(O)=O.[Na+]. The product is [NH2:20][C:18]([C:3]1[CH:4]=[N:5][C:6]2[C:11]([C:2]=1[NH:21][C:22]1[C:23]([CH2:37][CH3:38])=[C:24]([CH:34]=[CH:35][CH:36]=1)[CH2:25][NH:26][C:27](=[O:33])[O:28][C:29]([CH3:32])([CH3:31])[CH3:30])=[CH:10][C:9]([O:12][CH2:13][CH3:14])=[C:8]([O:15][CH2:16][CH3:17])[CH:7]=2)=[O:19]. The yield is 0.620. (5) The reactants are Cl.[NH2:2][C@H:3]1[CH2:8][CH2:7][CH2:6][NH:5][C:4]1=[O:9].C([O-])([O-])=O.[Na+].[Na+].[CH3:16][C:17]1([C:23](Cl)=[O:24])[CH2:22][CH2:21][CH2:20][CH2:19][CH2:18]1. The catalyst is O.ClCCl. The product is [CH3:16][C:17]1([C:23]([NH:2][C@H:3]2[CH2:8][CH2:7][CH2:6][NH:5][C:4]2=[O:9])=[O:24])[CH2:22][CH2:21][CH2:20][CH2:19][CH2:18]1. The yield is 0.420. (6) The reactants are CCN=C=NCCCN(C)C.Cl.C1C=CC2N(O)N=NC=2C=1.[CH3:23][C:24]1[CH:33]=[CH:32][C:31]2[C:26](=[CH:27][CH:28]=[CH:29][C:30]=2[N:34]2[CH2:39][CH2:38][N:37](CCC3C=C(C=CC=3)N)[CH2:36][CH2:35]2)[N:25]=1.[N:49]1([C:54]2[CH:55]=[C:56]([CH2:60][C:61]([OH:63])=O)[CH:57]=[CH:58][CH:59]=2)[CH:53]=[CH:52][CH:51]=[N:50]1. The catalyst is CN(C)C=O. The product is [CH3:23][C:24]1[CH:33]=[CH:32][C:31]2[C:26](=[CH:27][CH:28]=[CH:29][C:30]=2[N:34]2[CH2:39][CH2:38][N:37]([C:61](=[O:63])[CH2:60][C:56]3[CH:57]=[CH:58][CH:59]=[C:54]([N:49]4[CH:53]=[CH:52][CH:51]=[N:50]4)[CH:55]=3)[CH2:36][CH2:35]2)[N:25]=1. The yield is 0.740.